Dataset: NCI-60 drug combinations with 297,098 pairs across 59 cell lines. Task: Regression. Given two drug SMILES strings and cell line genomic features, predict the synergy score measuring deviation from expected non-interaction effect. (1) Cell line: HCT116. Drug 1: CC1CCC2CC(C(=CC=CC=CC(CC(C(=O)C(C(C(=CC(C(=O)CC(OC(=O)C3CCCCN3C(=O)C(=O)C1(O2)O)C(C)CC4CCC(C(C4)OC)O)C)C)O)OC)C)C)C)OC. Drug 2: C1=NC(=NC(=O)N1C2C(C(C(O2)CO)O)O)N. Synergy scores: CSS=48.4, Synergy_ZIP=-2.05, Synergy_Bliss=-2.90, Synergy_Loewe=0.729, Synergy_HSA=1.31. (2) Drug 1: CC1CCC2CC(C(=CC=CC=CC(CC(C(=O)C(C(C(=CC(C(=O)CC(OC(=O)C3CCCCN3C(=O)C(=O)C1(O2)O)C(C)CC4CCC(C(C4)OC)O)C)C)O)OC)C)C)C)OC. Drug 2: C1CNP(=O)(OC1)N(CCCl)CCCl. Cell line: SNB-19. Synergy scores: CSS=19.8, Synergy_ZIP=-4.42, Synergy_Bliss=1.28, Synergy_Loewe=-19.9, Synergy_HSA=-0.0405.